From a dataset of Forward reaction prediction with 1.9M reactions from USPTO patents (1976-2016). Predict the product of the given reaction. (1) Given the reactants [CH3:1][C:2]([O:27]C1CCCCO1)([CH3:26])[C:3]([C:5]1[C:13]2[C:8](=[N:9][CH:10]=[C:11]([C:14]3[CH:19]=[C:18]([O:20][CH3:21])[C:17]([O:22][CH3:23])=[C:16]([O:24][CH3:25])[CH:15]=3)[N:12]=2)[NH:7][CH:6]=1)=[O:4].C(O)(=O)C.C1COCC1, predict the reaction product. The product is: [OH:27][C:2]([CH3:26])([CH3:1])[C:3]([C:5]1[C:13]2[C:8](=[N:9][CH:10]=[C:11]([C:14]3[CH:15]=[C:16]([O:24][CH3:25])[C:17]([O:22][CH3:23])=[C:18]([O:20][CH3:21])[CH:19]=3)[N:12]=2)[NH:7][CH:6]=1)=[O:4]. (2) Given the reactants Br[CH2:2][C:3]#[N:4].C([O-])([O-])=O.[K+].[K+].[CH3:11][O:12][C:13](=[O:39])/[CH:14]=[CH:15]/[C:16]1[CH:21]=[CH:20][C:19]([C:22]2[CH:27]=[CH:26][C:25]([OH:28])=[C:24]([C:29]34[CH2:38][CH:33]5[CH2:34][CH:35]([CH2:37][CH:31]([CH2:32]5)[CH2:30]3)[CH2:36]4)[CH:23]=2)=[CH:18][CH:17]=1.O, predict the reaction product. The product is: [CH3:11][O:12][C:13](=[O:39])/[CH:14]=[CH:15]/[C:16]1[CH:17]=[CH:18][C:19]([C:22]2[CH:27]=[CH:26][C:25]([O:28][CH2:2][C:3]#[N:4])=[C:24]([C:29]34[CH2:38][CH:33]5[CH2:34][CH:35]([CH2:37][CH:31]([CH2:32]5)[CH2:30]3)[CH2:36]4)[CH:23]=2)=[CH:20][CH:21]=1. (3) The product is: [Br:39][CH2:2][C:3]1[C:11]2[C:6](=[CH:7][CH:8]=[CH:9][CH:10]=2)[N:5]([C:12]([O:14][C:15]([CH3:18])([CH3:17])[CH3:16])=[O:13])[CH:4]=1. Given the reactants O[CH2:2][C:3]1[C:11]2[C:6](=[CH:7][CH:8]=[CH:9][CH:10]=2)[N:5]([C:12]([O:14][C:15]([CH3:18])([CH3:17])[CH3:16])=[O:13])[CH:4]=1.C1C=CC(P(C2C=CC=CC=2)C2C=CC=CC=2)=CC=1.C(Br)(Br)(Br)[Br:39], predict the reaction product. (4) Given the reactants F[B-](F)(F)F.C([O+](CC)CC)C.[C:13]([O:17][C:18](=[O:25])[NH:19][C@H:20]([C:22](=O)[NH2:23])[CH3:21])([CH3:16])([CH3:15])[CH3:14].[N:26]1[CH:31]=[CH:30][CH:29]=[CH:28][C:27]=1[NH:32][C:33]1[C:38](N)=[CH:37][CH:36]=[CH:35][N:34]=1, predict the reaction product. The product is: [C:13]([O:17][C:18](=[O:25])[NH:19][C@H:20]([C:22]1[N:32]([C:33]2[CH:38]=[CH:37][CH:36]=[CH:35][N:34]=2)[C:27]2=[N:26][CH:31]=[CH:30][CH:29]=[C:28]2[N:23]=1)[CH3:21])([CH3:16])([CH3:15])[CH3:14]. (5) The product is: [O:13]=[C:11]1[CH2:10][CH2:9][O:8][C@H:3]([C:4]([O:6][CH3:7])=[O:5])[CH2:2][NH:1]1. Given the reactants [NH2:1][CH2:2][C@H:3]([O:8][CH2:9][CH2:10][C:11]([O:13]C)=O)[C:4]([O:6][CH3:7])=[O:5], predict the reaction product. (6) Given the reactants [Cl:1][C:2]1[CH:7]=[CH:6][C:5]([C@@H:8]2[C@@:10]3([C:18]4[C:13](=[CH:14][CH:15]=[CH:16][CH:17]=4)[N:12]([C:19]4[CH:20]=[C:21]([CH:25]=[CH:26][CH:27]=4)[C:22](O)=[O:23])[C:11]3=[O:28])[CH2:9]2)=[CH:4][CH:3]=1.F[B-](F)(F)F.N1(OC(N(C)C)=[N+](C)C)C2C=CC=CC=2N=N1.C(N(CC)C(C)C)(C)C.[NH:60]1[CH2:65][CH2:64][O:63][CH2:62][CH2:61]1, predict the reaction product. The product is: [Cl:1][C:2]1[CH:7]=[CH:6][C:5]([C@@H:8]2[C@@:10]3([C:18]4[C:13](=[CH:14][CH:15]=[CH:16][CH:17]=4)[N:12]([C:19]4[CH:27]=[CH:26][CH:25]=[C:21]([C:22]([N:60]5[CH2:65][CH2:64][O:63][CH2:62][CH2:61]5)=[O:23])[CH:20]=4)[C:11]3=[O:28])[CH2:9]2)=[CH:4][CH:3]=1. (7) Given the reactants [F:1][C:2]1[CH:28]=[CH:27][CH:26]=[C:25]([F:29])[C:3]=1[O:4][C:5]1[CH:10]=[C:9]([O:11][C:12]2[CH:13]=[N:14][C:15]([S:18]([CH2:21][CH3:22])(=[O:20])=[O:19])=[CH:16][CH:17]=2)[CH:8]=[C:7]([NH2:23])[C:6]=1[NH2:24].[NH:30]1[CH:34]=[CH:33][C:32]([CH:35]=O)=[N:31]1, predict the reaction product. The product is: [F:29][C:25]1[CH:26]=[CH:27][CH:28]=[C:2]([F:1])[C:3]=1[O:4][C:5]1[C:6]2[N:24]=[C:35]([C:32]3[CH:33]=[CH:34][NH:30][N:31]=3)[NH:23][C:7]=2[CH:8]=[C:9]([O:11][C:12]2[CH:13]=[N:14][C:15]([S:18]([CH2:21][CH3:22])(=[O:20])=[O:19])=[CH:16][CH:17]=2)[CH:10]=1.